Dataset: Reaction yield outcomes from USPTO patents with 853,638 reactions. Task: Predict the reaction yield, written as a fraction of the theoretical maximum amount of product (1.0 means a 100% yield; for example, 0.34 means a 34% yield). The reactants are FC(F)(F)C1C=C(NC(=O)NC2C=CC(C3SC(CCC(OC)=O)=NC=3)=CC=2)C=CC=1.[F:32][C:33]([F:56])([F:55])[S:34]([N:37]1[CH2:42][CH2:41][CH:40]([C:43]2[S:44][C:45]([C:48]3[CH:54]=[CH:53][C:51]([NH2:52])=[CH:50][CH:49]=3)=[CH:46][N:47]=2)[CH2:39][CH2:38]1)(=[O:36])=[O:35].[F:57][C:58]1[CH:63]=[CH:62][CH:61]=[CH:60][C:59]=1[N:64]=[C:65]=[O:66]. No catalyst specified. The product is [F:57][C:58]1[CH:63]=[CH:62][CH:61]=[CH:60][C:59]=1[NH:64][C:65]([NH:52][C:51]1[CH:53]=[CH:54][C:48]([C:45]2[S:44][C:43]([CH:40]3[CH2:41][CH2:42][N:37]([S:34]([C:33]([F:32])([F:55])[F:56])(=[O:35])=[O:36])[CH2:38][CH2:39]3)=[N:47][CH:46]=2)=[CH:49][CH:50]=1)=[O:66]. The yield is 0.900.